Predict the reactants needed to synthesize the given product. From a dataset of Retrosynthesis with 50K atom-mapped reactions and 10 reaction types from USPTO. (1) Given the product CN1CCC(c2ccc(Nc3ncc(C(F)(F)F)c(CCc4ccccc4C4(C(N)=O)CC4)n3)cc2)CC1, predict the reactants needed to synthesize it. The reactants are: C=O.NC(=O)C1(c2ccccc2CCc2nc(Nc3ccc(C4CCNCC4)cc3)ncc2C(F)(F)F)CC1. (2) Given the product COc1ccc(N2CCOCC2)c2sc(-c3nc4c([nH]3)CCN(C(C)=O)CC4)nc12, predict the reactants needed to synthesize it. The reactants are: CC(=O)Cl.COc1ccc(N2CCOCC2)c2sc(-c3nc4c([nH]3)CCNCC4)nc12.